From a dataset of Peptide-MHC class II binding affinity with 134,281 pairs from IEDB. Regression. Given a peptide amino acid sequence and an MHC pseudo amino acid sequence, predict their binding affinity value. This is MHC class II binding data. (1) The peptide sequence is VDIKPKDSDEFIPMK. The MHC is HLA-DPA10103-DPB10401 with pseudo-sequence HLA-DPA10103-DPB10401. The binding affinity (normalized) is 0.0642. (2) The peptide sequence is INVGFKAAVAAAASV. The MHC is DRB1_1602 with pseudo-sequence DRB1_1602. The binding affinity (normalized) is 0.561.